Dataset: Peptide-MHC class I binding affinity with 185,985 pairs from IEDB/IMGT. Task: Regression. Given a peptide amino acid sequence and an MHC pseudo amino acid sequence, predict their binding affinity value. This is MHC class I binding data. (1) The peptide sequence is KNYPASLHK. The MHC is HLA-A68:02 with pseudo-sequence HLA-A68:02. The binding affinity (normalized) is 0.0847. (2) The peptide sequence is KLADYLLLQ. The MHC is HLA-B27:03 with pseudo-sequence HLA-B27:03. The binding affinity (normalized) is 0.0847. (3) The peptide sequence is GSRAYRNAL. The MHC is HLA-B35:01 with pseudo-sequence HLA-B35:01. The binding affinity (normalized) is 0.0847. (4) The peptide sequence is YVFVGTSRY. The MHC is SLA-20401 with pseudo-sequence SLA-20401. The binding affinity (normalized) is 0.512.